From a dataset of Catalyst prediction with 721,799 reactions and 888 catalyst types from USPTO. Predict which catalyst facilitates the given reaction. (1) Reactant: [CH3:1][O:2][C:3](=[O:17])/[CH:4]=[CH:5]/[C:6]1[CH:11]=[C:10]([CH3:12])[CH:9]=[C:8]([NH:13][C:14](=[O:16])[CH3:15])[N:7]=1. Product: [CH3:1][O:2][C:3](=[O:17])[CH2:4][CH2:5][C:6]1[CH:11]=[C:10]([CH3:12])[CH:9]=[C:8]([NH:13][C:14](=[O:16])[CH3:15])[N:7]=1. The catalyst class is: 78. (2) Reactant: [Se](=O)=[O:2].[C:4]([O:8][C:9]([NH:11][C:12]1[S:13][C:14]([CH2:23][CH3:24])=[C:15]([CH2:17][C:18]([O:20][CH2:21][CH3:22])=[O:19])[N:16]=1)=[O:10])([CH3:7])([CH3:6])[CH3:5]. Product: [C:4]([O:8][C:9]([NH:11][C:12]1[S:13][C:14]([CH2:23][CH3:24])=[C:15]([CH:17]([OH:2])[C:18]([O:20][CH2:21][CH3:22])=[O:19])[N:16]=1)=[O:10])([CH3:7])([CH3:6])[CH3:5]. The catalyst class is: 12. (3) Reactant: [F:1][C:2]1[CH:7]=[CH:6][C:5]([O:8][CH3:9])=[CH:4][C:3]=1[C:10]1[C:11]([OH:17])=[CH:12][C:13]([OH:16])=[CH:14][CH:15]=1.FC(F)(F)S(O[Si:24]([CH:31]([CH3:33])[CH3:32])([CH:28]([CH3:30])[CH3:29])[CH:25]([CH3:27])[CH3:26])(=O)=O.CC1C=CC=C(C)N=1.[Cl-].[NH4+]. Product: [F:1][C:2]1[CH:7]=[CH:6][C:5]([O:8][CH3:9])=[CH:4][C:3]=1[C:10]1[C:11]([OH:17])=[CH:12][C:13]([O:16][Si:24]([CH:31]([CH3:33])[CH3:32])([CH:28]([CH3:30])[CH3:29])[CH:25]([CH3:27])[CH3:26])=[CH:14][CH:15]=1. The catalyst class is: 11. (4) The catalyst class is: 77. Reactant: Cl[C:2]1[O:3][C:4]([N:9]2[CH2:14][CH2:13][O:12][CH2:11][CH2:10]2)=[CH:5][C:6](=[O:8])[CH:7]=1.[CH3:15][O:16][C:17]([C:19]1[CH:24]=[CH:23][C:22](B(O)O)=[CH:21][CH:20]=1)=[O:18].C(=O)([O-])[O-].[K+].[K+].N#N. Product: [CH3:15][O:16][C:17](=[O:18])[C:19]1[CH:24]=[CH:23][C:22]([C:2]2[O:3][C:4]([N:9]3[CH2:14][CH2:13][O:12][CH2:11][CH2:10]3)=[CH:5][C:6](=[O:8])[CH:7]=2)=[CH:21][CH:20]=1. (5) Reactant: I[C:2]1[S:3][CH:4]=[CH:5][CH:6]=1.[OH-].[K+].[F:9][C:10]1[CH:15]=[CH:14][C:13]([SH:16])=[CH:12][CH:11]=1.Cl. Product: [F:9][C:10]1[CH:15]=[CH:14][C:13]([S:16][C:2]2[S:3][CH:4]=[CH:5][CH:6]=2)=[CH:12][CH:11]=1. The catalyst class is: 3. (6) Reactant: [NH2:1][C:2]1[CH:6]=[C:5]([C:7]2[CH:12]=[CH:11][C:10]([Cl:13])=[CH:9][CH:8]=2)[S:4][C:3]=1[C:14]([OH:16])=O.[NH2:17][C:18]1([C:24]([O:26][CH3:27])=[O:25])[CH2:23][CH2:22][CH2:21][CH2:20][CH2:19]1.C(N(CC)CC)C.CN(C(ON1N=NC2C=CC=NC1=2)=[N+](C)C)C.F[P-](F)(F)(F)(F)F. Product: [NH2:1][C:2]1[CH:6]=[C:5]([C:7]2[CH:8]=[CH:9][C:10]([Cl:13])=[CH:11][CH:12]=2)[S:4][C:3]=1[C:14]([NH:17][C:18]1([C:24]([O:26][CH3:27])=[O:25])[CH2:23][CH2:22][CH2:21][CH2:20][CH2:19]1)=[O:16]. The catalyst class is: 39. (7) Reactant: [CH2:1]([N:8]1[CH2:13][CH2:12][N:11]([CH2:14][CH2:15][C:16]2[N:17]([C:30]3[CH:35]=[CH:34][CH:33]=[CH:32][CH:31]=3)[N:18]=[C:19]3[C:28]=2[C:27]2[CH:26]=[CH:25][CH:24]=[CH:23][C:22]=2[N:21]=[C:20]3Cl)[CH2:10][CH2:9]1)[C:2]1[CH:7]=[CH:6][CH:5]=[CH:4][CH:3]=1.C(=O)([O-])[O-:37].[Na+].[Na+]. Product: [CH2:1]([N:8]1[CH2:13][CH2:12][N:11]([CH2:14][CH2:15][C:16]2[N:17]([C:30]3[CH:35]=[CH:34][CH:33]=[CH:32][CH:31]=3)[N:18]=[C:19]3[C:28]=2[C:27]2[CH:26]=[CH:25][CH:24]=[CH:23][C:22]=2[NH:21][C:20]3=[O:37])[CH2:10][CH2:9]1)[C:2]1[CH:7]=[CH:6][CH:5]=[CH:4][CH:3]=1. The catalyst class is: 33.